The task is: Predict the reaction yield, written as a fraction of the theoretical maximum amount of product (1.0 means a 100% yield; for example, 0.34 means a 34% yield).. This data is from Reaction yield outcomes from USPTO patents with 853,638 reactions. (1) The reactants are [CH2:1]([O:8][C:9]1[CH:10]=[CH:11][C:12]([C@@H:20]([O:23][Si:24]([C:27]([CH3:30])([CH3:29])[CH3:28])([CH3:26])[CH3:25])[CH2:21]Br)=[C:13]2[C:18]=1[NH:17][C:16](=[O:19])[CH:15]=[CH:14]2)[C:2]1[CH:7]=[CH:6][CH:5]=[CH:4][CH:3]=1.[C:31]([O:35][C:36](=[O:50])[NH:37][CH2:38][CH2:39][C:40]1[CH:45]=[CH:44][CH:43]=[C:42]([CH2:46][C@H:47]([NH2:49])[CH3:48])[CH:41]=1)([CH3:34])([CH3:33])[CH3:32].C(N(CC)CC)C.C(=O)(O)[O-].[Na+]. The product is [C:31]([O:35][C:36](=[O:50])[NH:37][CH2:38][CH2:39][C:40]1[CH:45]=[CH:44][CH:43]=[C:42]([CH2:46][C@H:47]([NH:49][CH2:21][C@@H:20]([C:12]2[CH:11]=[CH:10][C:9]([O:8][CH2:1][C:2]3[CH:7]=[CH:6][CH:5]=[CH:4][CH:3]=3)=[C:18]3[C:13]=2[CH:14]=[CH:15][C:16](=[O:19])[NH:17]3)[O:23][Si:24]([C:27]([CH3:30])([CH3:29])[CH3:28])([CH3:26])[CH3:25])[CH3:48])[CH:41]=1)([CH3:32])([CH3:33])[CH3:34]. The catalyst is CN(C=O)C. The yield is 0.630. (2) The product is [Cl:1][C:2]1[CH:7]=[CH:6][C:5]([NH:8][CH2:9][C:10]([NH:16][NH2:17])=[O:12])=[CH:4][CH:3]=1. The reactants are [Cl:1][C:2]1[CH:7]=[CH:6][C:5]([NH:8][CH2:9][C:10]([O:12]CC)=O)=[CH:4][CH:3]=1.O.[NH2:16][NH2:17]. The catalyst is C(O)C. The yield is 0.590. (3) The reactants are [CH2:1]([S:3]([NH2:6])(=[O:5])=[O:4])[CH3:2].[H-].[Na+].Cl[CH2:10][C:11]1[CH:12]=[C:13]([C:17]2[N:18]=[C:19]3[C:24](=[CH:25][CH:26]=2)[N:23]([CH3:27])[C:22](=[O:28])[CH2:21][CH2:20]3)[CH:14]=[N:15][CH:16]=1.O. The catalyst is CN(C=O)C. The product is [CH3:27][N:23]1[C:22](=[O:28])[CH2:21][CH2:20][C:19]2[N:18]=[C:17]([C:13]3[CH:12]=[C:11]([CH2:10][NH:6][S:3]([CH2:1][CH3:2])(=[O:5])=[O:4])[CH:16]=[N:15][CH:14]=3)[CH:26]=[CH:25][C:24]1=2. The yield is 0.0770. (4) The reactants are [C:1]([BH3-])#[N:2].[Na+].[OH:5][CH2:6][CH2:7][O:8][CH2:9][CH2:10][O:11][CH2:12][CH2:13][O:14][C:15]1[CH:20]=[CH:19][C:18](/[CH:21]=[CH:22]/[C:23]2[CH:28]=[CH:27][C:26](N)=[CH:25][CH:24]=2)=[CH:17][N:16]=1.C=O.[C:32](=O)(O)[O-].[Na+]. The catalyst is C(O)(=O)C. The product is [OH:5][CH2:6][CH2:7][O:8][CH2:9][CH2:10][O:11][CH2:12][CH2:13][O:14][C:15]1[CH:20]=[CH:19][C:18](/[CH:21]=[CH:22]/[C:23]2[CH:28]=[CH:27][C:26]([N:2]([CH3:1])[CH3:32])=[CH:25][CH:24]=2)=[CH:17][N:16]=1. The yield is 0.950. (5) The reactants are [C:1](=[O:23])([O:20][CH2:21][CH3:22])[O:2][C:3]1[CH:8]=[CH:7][C:6]([CH3:9])=[CH:5][C:4]=1[CH:10]1[CH:17]2[CH2:18][CH:13]3[CH2:14][CH:15]([CH2:19][CH:11]1[CH2:12]3)[CH2:16]2.[N+:24]([O-])([O-:26])=[O:25].[K+]. The catalyst is OS(O)(=O)=O. The product is [C:1](=[O:23])([O:20][CH2:21][CH3:22])[O:2][C:3]1[CH:8]=[C:7]([N+:24]([O-:26])=[O:25])[C:6]([CH3:9])=[CH:5][C:4]=1[CH:10]1[CH:11]2[CH2:19][CH:15]3[CH2:14][CH:13]([CH2:18][CH:17]1[CH2:16]3)[CH2:12]2. The yield is 0.250. (6) The reactants are [N:1]([O-:3])=[O:2].[Na+].[CH:5]1([C:8]2[C:17]3[C:12](=[CH:13][CH:14]=[CH:15][CH:16]=3)[CH:11]=[CH:10][CH:9]=2)[CH2:7][CH2:6]1.O. The catalyst is C(OCC)(=O)C. The product is [CH:5]1([C:8]2[C:17]3[C:12](=[CH:13][CH:14]=[CH:15][CH:16]=3)[C:11]([N+:1]([O-:3])=[O:2])=[CH:10][CH:9]=2)[CH2:7][CH2:6]1. The yield is 0.640. (7) The reactants are [NH2:1][C:2]1[CH:3]=[C:4]([C@@H:9]2[CH2:13][NH:12][C:11](=[O:14])[CH2:10]2)[CH:5]=[CH:6][C:7]=1[Cl:8].ClCCl.[F:18][C:19]([F:30])([F:29])[C:20](O[C:20](=[O:21])[C:19]([F:30])([F:29])[F:18])=[O:21]. The catalyst is [Cl-].[NH4+]. The product is [O:14]=[C:11]1[NH:12][CH2:13][C@@H:9]([C:4]2[CH:5]=[CH:6][C:7]([Cl:8])=[C:2]([NH:1][C:20](=[O:21])[C:19]([F:30])([F:29])[F:18])[CH:3]=2)[CH2:10]1. The yield is 0.980. (8) The reactants are [CH3:1][O:2][CH2:3][O:4][C:5]1[CH:12]=[CH:11][CH:10]=[C:9]([O:13]COC)[C:6]=1[CH:7]=[O:8].Cl.CCOCC. The catalyst is C1COCC1.[Cl-].[Na+].O. The product is [OH:13][C:9]1[CH:10]=[CH:11][CH:12]=[C:5]([O:4][CH2:3][O:2][CH3:1])[C:6]=1[CH:7]=[O:8]. The yield is 0.970. (9) The reactants are FC(F)(F)S(O[C:7]1[C:8]([C:18](=[O:20])[CH3:19])=[CH:9][C:10]([Cl:17])=[C:11]2[C:16]=1[N:15]=[CH:14][CH:13]=[CH:12]2)(=O)=O.[N:23]1([CH:29]2[CH2:34][CH2:33][NH:32][CH2:31][CH2:30]2)[CH2:28][CH2:27][CH2:26][CH2:25][CH2:24]1.C1C=CC(P(C2C=CC3C(=CC=CC=3)C=2C2C3C(=CC=CC=3)C=CC=2P(C2C=CC=CC=2)C2C=CC=CC=2)C2C=CC=CC=2)=CC=1.C(=O)([O-])[O-].[Cs+].[Cs+]. The catalyst is O1CCCC1.ClCCl.C([O-])(=O)C.[Pd+2].C([O-])(=O)C. The product is [N:23]1([CH:29]2[CH2:34][CH2:33][N:32]([C:7]3[C:8]([C:18](=[O:20])[CH3:19])=[CH:9][C:10]([Cl:17])=[C:11]4[C:16]=3[N:15]=[CH:14][CH:13]=[CH:12]4)[CH2:31][CH2:30]2)[CH2:28][CH2:27][CH2:26][CH2:25][CH2:24]1. The yield is 0.110. (10) The reactants are Br[C:2]1[C:7](=[O:8])[C:6]([O:9][CH3:10])=[CH:5][N:4]([C:11]2[CH:12]=[CH:13][CH:14]=[C:15]3[C:20]=2[N:19]=[CH:18][CH:17]=[CH:16]3)[N:3]=1.[C:21]1([N:27]2[C:31](B3OC(C)(C)C(C)(C)O3)=[CH:30][CH:29]=[N:28]2)[CH:26]=[CH:25][CH:24]=[CH:23][CH:22]=1.CC([O-])=O.[K+]. The catalyst is C(O)CCC.O. The product is [CH3:10][O:9][C:6]1[C:7](=[O:8])[C:2]([C:31]2[N:27]([C:21]3[CH:22]=[CH:23][CH:24]=[CH:25][CH:26]=3)[N:28]=[CH:29][CH:30]=2)=[N:3][N:4]([C:11]2[CH:12]=[CH:13][CH:14]=[C:15]3[C:20]=2[N:19]=[CH:18][CH:17]=[CH:16]3)[CH:5]=1. The yield is 0.810.